From a dataset of Catalyst prediction with 721,799 reactions and 888 catalyst types from USPTO. Predict which catalyst facilitates the given reaction. (1) Reactant: [CH3:1][NH:2][C:3]([C:5]1[CH:10]=[CH:9][C:8](B2OC(C)(C)C(C)(C)O2)=[CH:7][N:6]=1)=[O:4].[O-]P([O-])([O-])=O.[K+].[K+].[K+].Br[C:29]1[CH:34]=[CH:33][C:32]([C:35]2([OH:51])[CH2:40][CH2:39][CH:38]([C:41]([NH:43][C@H:44]3[CH2:49][CH2:48][C@@H:47]([OH:50])[CH2:46][CH2:45]3)=[O:42])[CH2:37][CH2:36]2)=[C:31]([CH3:52])[CH:30]=1. Product: [OH:51][C:35]1([C:32]2[CH:33]=[CH:34][C:29]([C:8]3[CH:9]=[CH:10][C:5]([C:3]([NH:2][CH3:1])=[O:4])=[N:6][CH:7]=3)=[CH:30][C:31]=2[CH3:52])[CH2:36][CH2:37][CH:38]([C:41]([NH:43][C@H:44]2[CH2:49][CH2:48][C@@H:47]([OH:50])[CH2:46][CH2:45]2)=[O:42])[CH2:39][CH2:40]1. The catalyst class is: 70. (2) Reactant: [CH2:1]([C:3]1[N:7]([C:8]2[N:16]=[C:15]3[C:11]([N:12]=[C:13]([CH2:18][CH:19]4[CH2:24][CH2:23][NH:22][CH2:21][CH2:20]4)[N:14]3[CH3:17])=[C:10]([N:25]3[CH2:30][CH2:29][O:28][CH2:27][CH2:26]3)[N:9]=2)[C:6]2[CH:31]=[CH:32][CH:33]=[CH:34][C:5]=2[N:4]=1)[CH3:2].[C:35](Cl)(=[O:39])[CH:36]([CH3:38])[CH3:37].CCN(CC)CC. Product: [CH2:1]([C:3]1[N:7]([C:8]2[N:16]=[C:15]3[C:11]([N:12]=[C:13]([CH2:18][CH:19]4[CH2:20][CH2:21][N:22]([C:35](=[O:39])[CH:36]([CH3:38])[CH3:37])[CH2:23][CH2:24]4)[N:14]3[CH3:17])=[C:10]([N:25]3[CH2:26][CH2:27][O:28][CH2:29][CH2:30]3)[N:9]=2)[C:6]2[CH:31]=[CH:32][CH:33]=[CH:34][C:5]=2[N:4]=1)[CH3:2]. The catalyst class is: 2. (3) Reactant: [F-].C([N+](CCCC)(CCCC)CCCC)CCC.[Br:19][C:20]1[CH:21]=[C:22]2[C:26](=[C:27]([F:30])[C:28]=1[F:29])[N:25](COCC[Si](C)(C)C)[N:24]=[C:23]2[NH:39][C:40](=[O:44])[CH2:41][CH2:42][CH3:43].C(OCC)(=O)C.C(=O)([O-])O.[Na+]. Product: [Br:19][C:20]1[CH:21]=[C:22]2[C:26](=[C:27]([F:30])[C:28]=1[F:29])[NH:25][N:24]=[C:23]2[NH:39][C:40](=[O:44])[CH2:41][CH2:42][CH3:43]. The catalyst class is: 7. (4) Reactant: [O:1]1[C:5]2[CH:6]=[CH:7][C:8](/[CH:10]=[CH:11]/[C:12]([O:14][CH2:15][CH3:16])=[O:13])=[CH:9][C:4]=2[CH2:3][CH2:2]1.[H][H]. Product: [O:1]1[C:5]2[CH:6]=[CH:7][C:8]([CH2:10][CH2:11][C:12]([O:14][CH2:15][CH3:16])=[O:13])=[CH:9][C:4]=2[CH2:3][CH2:2]1.[C:12]([OH:14])(=[O:13])[CH3:11]. The catalyst class is: 285. (5) Reactant: [F:1][C:2]1[CH:7]=[CH:6][CH:5]=[CH:4][C:3]=1[NH:8][CH2:9][C:10]1[CH:11]=[C:12]([CH:17]=[CH:18][CH:19]=1)[C:13]([O:15][CH3:16])=[O:14].Cl.[C:21](Cl)(=[O:31])[O:22][C@@H:23]1[CH:28]2[CH2:29][CH2:30][N:25]([CH2:26][CH2:27]2)[CH2:24]1.C(Cl)(=O)O[C@@H]1C2CCN(CC2)C1. Product: [NH3:8].[F:1][C:2]1[CH:7]=[CH:6][CH:5]=[CH:4][C:3]=1[N:8]([CH2:9][C:10]1[CH:11]=[C:12]([CH:17]=[CH:18][CH:19]=1)[C:13]([O:15][CH3:16])=[O:14])[C:21]([O:22][C@@H:23]1[CH:28]2[CH2:29][CH2:30][N:25]([CH2:26][CH2:27]2)[CH2:24]1)=[O:31]. The catalyst class is: 537. (6) Reactant: [C:1]([C:5]1[CH:9]=[C:8]([NH:10][C:11](=[O:19])OC2C=CC=CC=2)[N:7]([CH:20]2[CH2:25][CH2:24][CH2:23][CH2:22][CH2:21]2)[N:6]=1)([CH3:4])([CH3:3])[CH3:2].C(N(CC)C(C)C)(C)C.[CH3:35][O:36][C:37]1[CH:38]=[C:39]2[C:44](=[CH:45][C:46]=1[O:47][CH3:48])[N:43]=[CH:42][N:41]=[C:40]2[S:49][C:50]1[CH:51]=[C:52]([CH:54]=[CH:55][CH:56]=1)[NH2:53]. Product: [C:1]([C:5]1[CH:9]=[C:8]([NH:10][C:11]([NH:53][C:52]2[CH:54]=[CH:55][CH:56]=[C:50]([S:49][C:40]3[C:39]4[C:44](=[CH:45][C:46]([O:47][CH3:48])=[C:37]([O:36][CH3:35])[CH:38]=4)[N:43]=[CH:42][N:41]=3)[CH:51]=2)=[O:19])[N:7]([CH:20]2[CH2:25][CH2:24][CH2:23][CH2:22][CH2:21]2)[N:6]=1)([CH3:2])([CH3:4])[CH3:3]. The catalyst class is: 1. (7) Reactant: [N:1]1([CH2:6][CH2:7][N:8]2[CH:16]=[C:15]3[C:10]([CH:11]=[CH:12][CH:13]=[C:14]3N)=[N:9]2)[CH2:5][CH2:4][CH2:3][CH2:2]1.[CH2:18]([O:25][C:26]1[CH:31]=[CH:30][C:29]([CH2:32][C:33]([OH:35])=O)=[CH:28][CH:27]=1)[C:19]1[CH:24]=[CH:23][CH:22]=[CH:21][CH:20]=1.Cl.[CH2:37]([N:39]=C=NC(C)(C)CC)C.ON1C2C=CC=CC=2N=N1.CN1CCOCC1. Product: [CH2:18]([O:25][C:26]1[CH:31]=[CH:30][C:29]([CH2:32][C:33]([NH:39][CH2:37][C:14]2[C:15]3[C:10]([CH:11]=[CH:12][CH:13]=2)=[N:9][N:8]([CH2:7][CH2:6][N:1]2[CH2:5][CH2:4][CH2:3][CH2:2]2)[CH:16]=3)=[O:35])=[CH:28][CH:27]=1)[C:19]1[CH:24]=[CH:23][CH:22]=[CH:21][CH:20]=1. The catalyst class is: 9. (8) Reactant: CC([O-])=O.[K+].Br[C:7]1[CH:22]=[CH:21][C:10]([C:11]([O:13][CH2:14][C:15]2[CH:20]=[CH:19][CH:18]=[CH:17][CH:16]=2)=[O:12])=[CH:9][C:8]=1[O:23][CH3:24].[CH3:25][C:26]1([CH3:42])[C:30]([CH3:32])([CH3:31])[O:29][B:28]([B:28]2[O:29][C:30]([CH3:32])([CH3:31])[C:26]([CH3:42])([CH3:25])[O:27]2)[O:27]1. Product: [CH3:24][O:23][C:8]1[CH:9]=[C:10]([CH:21]=[CH:22][C:7]=1[B:28]1[O:29][C:30]([CH3:32])([CH3:31])[C:26]([CH3:42])([CH3:25])[O:27]1)[C:11]([O:13][CH2:14][C:15]1[CH:20]=[CH:19][CH:18]=[CH:17][CH:16]=1)=[O:12]. The catalyst class is: 431. (9) Reactant: [CH2:1]([C:3]([CH2:10][CH3:11])([C:7]([O-:9])=[O:8])[C:4]([O-:6])=[O:5])[CH3:2].[H-].[Na+].[CH2:14](Br)[CH2:15][CH2:16][CH2:17][CH2:18][CH2:19][CH2:20][CH3:21]. Product: [CH2:10]([C:3]([CH2:1][CH3:2])([C:7]([O:9][CH2:14][CH2:15][CH2:16][CH2:17][CH2:18][CH2:19][CH2:20][CH3:21])=[O:8])[C:4]([O:6][CH2:14][CH2:15][CH2:16][CH2:17][CH2:18][CH2:19][CH2:20][CH3:21])=[O:5])[CH3:11]. The catalyst class is: 1. (10) Reactant: [CH3:1][CH:2]([CH3:28])[CH:3]([NH:15][C:16]([CH:18]1[CH2:22][CH:21]([CH2:23][CH2:24][CH2:25][CH2:26][CH3:27])[CH2:20][NH:19]1)=[O:17])[CH:4]1[CH:9]([OH:10])[CH:8]([OH:11])[CH:7]([OH:12])[CH:6]([S:13][CH3:14])[O:5]1.C(N(CC)CC)C.Br[CH2:37][C:38]([NH2:40])=[O:39]. Product: [CH3:1][CH:2]([CH3:28])[CH:3]([NH:15][C:16]([CH:18]1[CH2:22][CH:21]([CH2:23][CH2:24][CH2:25][CH2:26][CH3:27])[CH2:20][N:19]1[CH2:37][C:38](=[O:39])[NH2:40])=[O:17])[CH:4]1[CH:9]([OH:10])[CH:8]([OH:11])[CH:7]([OH:12])[CH:6]([S:13][CH3:14])[O:5]1. The catalyst class is: 10.